Dataset: Retrosynthesis with 50K atom-mapped reactions and 10 reaction types from USPTO. Task: Predict the reactants needed to synthesize the given product. (1) Given the product CN1C(=O)CC(C)(C)c2ccc(B3OC(C)(C)C(C)(C)O3)cc21, predict the reactants needed to synthesize it. The reactants are: CC1(C)OB(B2OC(C)(C)C(C)(C)O2)OC1(C)C.CN1C(=O)CC(C)(C)c2ccc(Br)cc21. (2) Given the product Nc1cccc(-c2cnc3nc(C(F)(F)F)cnn23)c1, predict the reactants needed to synthesize it. The reactants are: FC(F)(F)c1cnn2c(Br)cnc2n1.Nc1cccc(B(O)O)c1. (3) Given the product CCOC(=O)CCCN[C@H](CC(C)C)Cn1c(=O)c(-c2cccc(OC)c2Cl)cn(Cc2c(F)cccc2C(F)(F)F)c1=O, predict the reactants needed to synthesize it. The reactants are: CCOC(=O)CCCBr.COc1cccc(-c2cn(Cc3c(F)cccc3C(F)(F)F)c(=O)n(C[C@H](N)CC(C)C)c2=O)c1Cl.